Dataset: Forward reaction prediction with 1.9M reactions from USPTO patents (1976-2016). Task: Predict the product of the given reaction. Given the reactants Br[C:2]1[CH:10]=[C:9]2[C:5]([C:6]([C:11]#[N:12])=[CH:7][NH:8]2)=[CH:4][CH:3]=1.[CH2:13]([O:15][C:16](=[O:36])[CH:17]=[C:18](C1C=C(OC)C=C2C=1C=CN2)[C:19]1[CH:24]=[CH:23][CH:22]=[CH:21][CH:20]=1)[CH3:14], predict the reaction product. The product is: [CH2:13]([O:15][C:16](=[O:36])[CH:17]=[C:18]([C:2]1[CH:10]=[C:9]2[C:5]([C:6]([C:11]#[N:12])=[CH:7][NH:8]2)=[CH:4][CH:3]=1)[C:19]1[CH:24]=[CH:23][CH:22]=[CH:21][CH:20]=1)[CH3:14].